From a dataset of Full USPTO retrosynthesis dataset with 1.9M reactions from patents (1976-2016). Predict the reactants needed to synthesize the given product. (1) The reactants are: C(OC([N:8]1[C:16]2[C:11](=[CH:12][CH:13]=[C:14]([OH:17])[CH:15]=2)[CH:10]=[C:9]1[C:18]1[CH:19]=[N:20][C:21]([N:24]2[CH:28]=[N:27][CH:26]=[N:25]2)=[CH:22][CH:23]=1)=O)(C)(C)C.C([O-])([O-])=O.[Cs+].[Cs+].[F:35][CH2:36][CH2:37][CH2:38]I. Given the product [F:35][CH2:36][CH2:37][CH2:38][O:17][C:14]1[CH:15]=[C:16]2[C:11]([CH:10]=[C:9]([C:18]3[CH:19]=[N:20][C:21]([N:24]4[CH:28]=[N:27][CH:26]=[N:25]4)=[CH:22][CH:23]=3)[NH:8]2)=[CH:12][CH:13]=1, predict the reactants needed to synthesize it. (2) Given the product [CH2:22]([NH:21][C:6]1[C:7]([N+:18]([O-:20])=[O:19])=[C:8]([NH:10][CH2:11][C:12]2[CH:17]=[CH:16][CH:15]=[CH:14][CH:13]=2)[N:9]=[C:4]([CH2:1][CH:39]([OH:38])[CH2:40][OH:30])[CH:5]=1)[C:23]1[CH:28]=[CH:27][CH:26]=[CH:25][CH:24]=1, predict the reactants needed to synthesize it. The reactants are: [CH2:1]([C:4]1[N:9]=[C:8]([NH:10][CH2:11][C:12]2[CH:17]=[CH:16][CH:15]=[CH:14][CH:13]=2)[C:7]([N+:18]([O-:20])=[O:19])=[C:6]([NH:21][CH2:22][C:23]2[CH:28]=[CH:27][CH:26]=[CH:25][CH:24]=2)[CH:5]=1)C=C.I([O-])(=O)(=O)=[O:30].[Na+].C([O:38][CH2:39][CH3:40])(=O)C. (3) Given the product [CH3:1][O:2][C:3]1[CH:4]=[C:5]2[C:10](=[CH:11][C:12]=1[O:13][CH3:14])[CH2:9][N:8]([CH2:19][C:18]1[CH:17]=[C:16]([OH:15])[CH:23]=[CH:22][CH:21]=1)[CH2:7][CH2:6]2, predict the reactants needed to synthesize it. The reactants are: [CH3:1][O:2][C:3]1[CH:4]=[C:5]2[C:10](=[CH:11][C:12]=1[O:13][CH3:14])[CH2:9][NH:8][CH2:7][CH2:6]2.[OH:15][C:16]1[CH:17]=[C:18]([CH:21]=[CH:22][CH:23]=1)[CH:19]=O.[BH-](OC(C)=O)(OC(C)=O)OC(C)=O.[Na+].[OH-].[Na+]. (4) Given the product [C:10]1([CH2:9][S:8][C:6]2[NH:7][C:2]3[NH:1][C:19](=[O:21])[CH2:18][S:17][C:3]=3[C:4](=[O:16])[N:5]=2)[CH:15]=[CH:14][CH:13]=[CH:12][CH:11]=1, predict the reactants needed to synthesize it. The reactants are: [NH2:1][C:2]1[NH:7][C:6]([S:8][CH2:9][C:10]2[CH:15]=[CH:14][CH:13]=[CH:12][CH:11]=2)=[N:5][C:4](=[O:16])[C:3]=1[S:17][CH2:18][C:19]([O:21]CC)=O.C1(C)C=CC(S(O)(=O)=O)=CC=1. (5) Given the product [OH:1][CH2:3][CH2:2][C:4]1[CH:11]=[CH:10][C:9]([O:12][C:13]2[CH:18]=[CH:17][C:16]([C:19]([O:28][CH2:29][O:30][CH3:31])([C:24]([F:25])([F:26])[F:27])[C:20]([F:23])([F:22])[F:21])=[CH:15][C:14]=2[CH2:32][CH2:33][CH3:34])=[CH:8][C:5]=1[C:6]#[N:7], predict the reactants needed to synthesize it. The reactants are: [O:1]1[CH2:3][CH:2]1[C:4]1[CH:11]=[CH:10][C:9]([O:12][C:13]2[CH:18]=[CH:17][C:16]([C:19]([O:28][CH2:29][O:30][CH3:31])([C:24]([F:27])([F:26])[F:25])[C:20]([F:23])([F:22])[F:21])=[CH:15][C:14]=2[CH2:32][CH2:33][CH3:34])=[CH:8][C:5]=1[C:6]#[N:7].B(F)(F)F.CCOCC.C([BH3-])#N.[Na+].O. (6) Given the product [Cl:26][C:23]1[CH:24]=[C:4]([C:6]2[CH:11]=[CH:10][CH:9]=[CH:8][CH:7]=2)[C:3]2[C:2](=[CH:15][CH:14]=[CH:13][CH:12]=2)[N:1]=1.[C:23]([NH:1][C:2]1[CH:15]=[CH:14][CH:13]=[CH:12][C:3]=1[C:4]([C:6]1[CH:11]=[CH:10][CH:9]=[CH:8][CH:7]=1)=[O:5])(=[O:25])[CH3:24], predict the reactants needed to synthesize it. The reactants are: [NH2:1][C:2]1[CH:15]=[CH:14][CH:13]=[CH:12][C:3]=1[C:4]([C:6]1[CH:11]=[CH:10][CH:9]=[CH:8][CH:7]=1)=[O:5].C(N(CC)CC)C.[C:23]([Cl:26])(=[O:25])[CH3:24].